Predict the product of the given reaction. From a dataset of Forward reaction prediction with 1.9M reactions from USPTO patents (1976-2016). (1) Given the reactants [CH:1]1([C:7]2[C:15]3[CH:14]=[CH:13][C:12]([C:16]([O:18]C)=[O:17])=[CH:11][C:10]=3[N:9]3[CH2:20][CH2:21][CH2:22][N:23]4[CH:27]=[CH:26][CH:25]=[C:24]4[C:8]=23)[CH2:6][CH2:5][CH2:4][CH2:3][CH2:2]1.[OH-].[Na+].Cl.O, predict the reaction product. The product is: [CH:1]1([C:7]2[C:15]3[CH:14]=[CH:13][C:12]([C:16]([OH:18])=[O:17])=[CH:11][C:10]=3[N:9]3[CH2:20][CH2:21][CH2:22][N:23]4[CH:27]=[CH:26][CH:25]=[C:24]4[C:8]=23)[CH2:6][CH2:5][CH2:4][CH2:3][CH2:2]1. (2) The product is: [CH2:39]([O:41][C:42]([C:44]1[C:45]2[S:53][CH:52]=[C:51]([CH2:54][O:19][C:16]3[CH:15]=[CH:14][C:13]([C:12]([O:11][C:7]([CH3:10])([CH3:8])[CH3:9])=[O:20])=[CH:18][CH:17]=3)[C:46]=2[C:47]([Cl:50])=[N:48][CH:49]=1)=[O:43])[CH3:40]. Given the reactants C(=O)([O-])[O-].[K+].[K+].[C:7]([O:11][C:12](=[O:20])[C:13]1[CH:18]=[CH:17][C:16]([OH:19])=[CH:15][CH:14]=1)([CH3:10])([CH3:9])[CH3:8].C1OCCOCCOCCOCCOCCOC1.[CH2:39]([O:41][C:42]([C:44]1[C:45]2[S:53][CH:52]=[C:51]([CH2:54]Br)[C:46]=2[C:47]([Cl:50])=[N:48][CH:49]=1)=[O:43])[CH3:40], predict the reaction product. (3) Given the reactants [Br:1][C:2]1[CH:3]=[C:4]([CH:17]=[C:18]([Cl:20])[CH:19]=1)[O:5][C:6]1[C:7](Cl)=[N:8][CH:9]=[CH:10][C:11]=1[C:12]([F:15])([F:14])[F:13].[OH-:21].[K+], predict the reaction product. The product is: [Br:1][C:2]1[CH:3]=[C:4]([CH:17]=[C:18]([Cl:20])[CH:19]=1)[O:5][C:6]1[C:7]([OH:21])=[N:8][CH:9]=[CH:10][C:11]=1[C:12]([F:15])([F:14])[F:13]. (4) Given the reactants CC(O)=O.[NH2:5][C:6]1[CH:7]=[C:8]2[C:13](=[CH:14][CH:15]=1)[N:12]=[C:11]([CH3:16])[C:10]([C:17]([O:19][CH2:20][CH3:21])=[O:18])=[C:9]2[C:22]1[CH:27]=[CH:26][CH:25]=[CH:24][CH:23]=1.[CH2:28]1[C:36]2[C:31](=[CH:32][CH:33]=[CH:34][CH:35]=2)[CH2:30][C:29]1=O.[BH-](OC(C)=O)(OC(C)=O)OC(C)=O.[Na+], predict the reaction product. The product is: [CH2:28]1[C:36]2[C:31](=[CH:32][CH:33]=[CH:34][CH:35]=2)[CH2:30][CH:29]1[NH:5][C:6]1[CH:7]=[C:8]2[C:13](=[CH:14][CH:15]=1)[N:12]=[C:11]([CH3:16])[C:10]([C:17]([O:19][CH2:20][CH3:21])=[O:18])=[C:9]2[C:22]1[CH:23]=[CH:24][CH:25]=[CH:26][CH:27]=1. (5) Given the reactants [C:1]([C:5]1[CH:9]=[C:8]([NH:10][C:11]([NH:13][C@@H:14]2[C:23]3[C:18](=[CH:19][CH:20]=[CH:21][CH:22]=3)[C@H:17]([O:24][C:25]3[CH:26]=[CH:27][C:28]4[N:29]([C:31]([N:34]5[CH2:39][CH2:38][CH2:37][CH2:36][C@@H:35]5[CH3:40])=[N:32][N:33]=4)[CH:30]=3)[CH2:16][CH2:15]2)=[O:12])[N:7]([C:41]2[CH:42]=[C:43]([CH:52]=[CH:53][CH:54]=2)[O:44][CH2:45][CH2:46][O:47]S(C)(=O)=O)[N:6]=1)([CH3:4])([CH3:3])[CH3:2].C[O:56]C[CH2:58][NH:59][CH3:60].C1[CH2:65][O:64][CH2:63][CH2:62]1, predict the reaction product. The product is: [CH:46]([OH:47])=[O:56].[C:1]([C:5]1[CH:9]=[C:8]([NH:10][C:11]([NH:13][C@@H:14]2[C:23]3[C:18](=[CH:19][CH:20]=[CH:21][CH:22]=3)[C@H:17]([O:24][C:25]3[CH:26]=[CH:27][C:28]4[N:29]([C:31]([N:34]5[CH2:39][CH2:38][CH2:37][CH2:36][C@@H:35]5[CH3:40])=[N:32][N:33]=4)[CH:30]=3)[CH2:16][CH2:15]2)=[O:12])[N:7]([C:41]2[CH:54]=[CH:53][CH:52]=[C:43]([O:44][CH2:45][CH2:58][N:59]([CH2:62][CH2:63][O:64][CH3:65])[CH3:60])[CH:42]=2)[N:6]=1)([CH3:3])([CH3:4])[CH3:2]. (6) Given the reactants [C:1]([C:4]1[C:5]([C:16]#[N:17])=[N:6][CH:7]=[C:8]([N:10]2[CH2:15][CH2:14][O:13][CH2:12][CH2:11]2)[CH:9]=1)([CH3:3])=[CH2:2], predict the reaction product. The product is: [CH:1]([C:4]1[C:5]([C:16]#[N:17])=[N:6][CH:7]=[C:8]([N:10]2[CH2:11][CH2:12][O:13][CH2:14][CH2:15]2)[CH:9]=1)([CH3:3])[CH3:2]. (7) The product is: [CH3:17][C:16]1[C:8]2[C:7]([OH:18])=[C:6]([C:4]([OH:5])=[O:3])[C:11](=[O:12])[N:10]([CH3:13])[C:9]=2[S:14][CH:15]=1. Given the reactants C([O:3][C:4]([C:6]1[C:11](=[O:12])[N:10]([CH3:13])[C:9]2[S:14][CH:15]=[C:16]([CH3:17])[C:8]=2[C:7]=1[OH:18])=[O:5])C.Br.CC(O)C, predict the reaction product. (8) Given the reactants [CH2:1]([C:8]1[CH:9]=[N:10][C:11]2[C:16]([C:17]=1[C:18]1[CH:19]=[N:20][CH:21]=[C:22]([CH:25]=1)[CH:23]=O)=[CH:15][CH:14]=[CH:13][C:12]=2[C:26]([F:29])([F:28])[F:27])[C:2]1[CH:7]=[CH:6][CH:5]=[CH:4][CH:3]=1.[NH2:30][C:31]1[CH:32]=[C:33]2[C:38](=[CH:39][CH:40]=1)[CH:37]=[C:36]([C:41]([OH:43])=[O:42])[CH:35]=[CH:34]2, predict the reaction product. The product is: [CH2:1]([C:8]1[CH:9]=[N:10][C:11]2[C:16]([C:17]=1[C:18]1[CH:25]=[C:22]([CH2:23][NH:30][C:31]3[CH:32]=[C:33]4[C:38](=[CH:39][CH:40]=3)[CH:37]=[C:36]([C:41]([OH:43])=[O:42])[CH:35]=[CH:34]4)[CH:21]=[N:20][CH:19]=1)=[CH:15][CH:14]=[CH:13][C:12]=2[C:26]([F:29])([F:28])[F:27])[C:2]1[CH:7]=[CH:6][CH:5]=[CH:4][CH:3]=1.